Predict the reactants needed to synthesize the given product. From a dataset of Full USPTO retrosynthesis dataset with 1.9M reactions from patents (1976-2016). (1) Given the product [CH:7]1([C:5]([N:4]([C:13]2[CH:18]=[CH:17][CH:16]=[CH:15][C:14]=2[O:19][C:20]([F:22])([F:21])[F:23])[CH2:3][CH2:2][N:37]2[CH2:38][CH2:39][N:34]([C:32]3[CH:31]=[CH:30][CH:29]=[C:28]4[C:33]=3[N:24]=[CH:25][CH:26]=[CH:27]4)[CH2:35][CH2:36]2)=[O:6])[CH2:8][CH2:9][CH2:10][CH2:11][CH2:12]1, predict the reactants needed to synthesize it. The reactants are: O=[CH:2][CH2:3][N:4]([C:13]1[CH:18]=[CH:17][CH:16]=[CH:15][C:14]=1[O:19][C:20]([F:23])([F:22])[F:21])[C:5]([CH:7]1[CH2:12][CH2:11][CH2:10][CH2:9][CH2:8]1)=[O:6].[N:24]1[C:33]2[C:28](=[CH:29][CH:30]=[CH:31][C:32]=2[N:34]2[CH2:39][CH2:38][NH:37][CH2:36][CH2:35]2)[CH:27]=[CH:26][CH:25]=1.C(O)(=O)C.[OH-].[Na+]. (2) Given the product [CH2:11]([S:7]([NH2:10])(=[O:9])=[O:8])[C:12]([CH3:15])([CH3:14])[CH3:13], predict the reactants needed to synthesize it. The reactants are: C1([S:7]([NH2:10])(=[O:9])=[O:8])CCCCC1.[CH2:11]([Mg]Cl)[C:12]([CH3:15])([CH3:14])[CH3:13]. (3) Given the product [N:1]1([C:7]2[N:12]=[C:11]([N:13]3[CH2:18][CH2:17][O:16][CH2:15][CH2:14]3)[N:10]=[C:9]([C:19]3[CH:25]=[CH:24][C:22]([NH:23][C:30]([NH:45][C:46]4[CH:51]=[CH:50][N:49]=[CH:48][CH:47]=4)=[O:36])=[CH:21][CH:20]=3)[N:8]=2)[CH2:2][CH2:3][O:4][CH2:5][CH2:6]1, predict the reactants needed to synthesize it. The reactants are: [N:1]1([C:7]2[N:12]=[C:11]([N:13]3[CH2:18][CH2:17][O:16][CH2:15][CH2:14]3)[N:10]=[C:9]([C:19]3[CH:25]=[CH:24][C:22]([NH2:23])=[CH:21][CH:20]=3)[N:8]=2)[CH2:6][CH2:5][O:4][CH2:3][CH2:2]1.ClC(Cl)(O[C:30](=[O:36])OC(Cl)(Cl)Cl)Cl.C(N(CC)CC)C.[NH2:45][C:46]1[CH:51]=[CH:50][N:49]=[CH:48][CH:47]=1. (4) Given the product [CH3:29][NH:30][C:18]([C:9]1[C:6]2[CH2:7][CH2:8][C:3]([O:2][CH3:1])([C:21]3[CH:26]=[CH:25][CH:24]=[CH:23][C:22]=3[CH3:27])[O:4][C:5]=2[C:15]2[N:14]=[C:13]([CH3:16])[N:12]([CH3:17])[C:11]=2[CH:10]=1)=[O:20], predict the reactants needed to synthesize it. The reactants are: [CH3:1][O:2][C:3]1([C:21]2[CH:26]=[CH:25][CH:24]=[CH:23][C:22]=2[CH3:27])[CH2:8][CH2:7][C:6]2[C:9]([C:18]([OH:20])=O)=[CH:10][C:11]3[N:12]([CH3:17])[C:13]([CH3:16])=[N:14][C:15]=3[C:5]=2[O:4]1.C[CH2:29][N:30](C(C)C)C(C)C.CN(C(ON1N=NC2C=CC=CC1=2)=[N+](C)C)C.[B-](F)(F)(F)F.CN.[Cl-].[NH4+].